This data is from Catalyst prediction with 721,799 reactions and 888 catalyst types from USPTO. The task is: Predict which catalyst facilitates the given reaction. Reactant: [CH2:1]([O:3][C:4]1[CH:5]=[N:6][C:7]([C:10]2[CH:15]=[CH:14][CH:13]=[C:12](B3OC(C)(C)C(C)(C)O3)[CH:11]=2)=[N:8][CH:9]=1)[CH3:2].[OH-:25].[Na+].OO. Product: [CH2:1]([O:3][C:4]1[CH:5]=[N:6][C:7]([C:10]2[CH:11]=[C:12]([OH:25])[CH:13]=[CH:14][CH:15]=2)=[N:8][CH:9]=1)[CH3:2]. The catalyst class is: 1.